From a dataset of Catalyst prediction with 721,799 reactions and 888 catalyst types from USPTO. Predict which catalyst facilitates the given reaction. (1) The catalyst class is: 18. Reactant: C(Cl)CCl.[NH2:5][C:6]1[N:11]=[CH:10][C:9](/[CH:12]=[CH:13]/[C:14]([OH:16])=O)=[CH:8][CH:7]=1.[CH3:17][NH:18][CH2:19][C:20]1[NH:21][C:22]2[C:27]([C:28]=1[C:29]#[N:30])=[CH:26][CH:25]=[CH:24][CH:23]=2.C1C=CC2N(O)N=NC=2C=1.O.CCN(C(C)C)C(C)C. Product: [NH2:5][C:6]1[N:11]=[CH:10][C:9]([CH:12]=[CH:13][C:14]([N:18]([CH2:19][C:20]2[NH:21][C:22]3[C:27]([C:28]=2[C:29]#[N:30])=[CH:26][CH:25]=[CH:24][CH:23]=3)[CH3:17])=[O:16])=[CH:8][CH:7]=1. (2) Reactant: [CH3:1][N:2]1[CH:6]=[C:5]([C:7]([OH:9])=O)[N:4]=[N:3]1.[CH2:10]([N:14]1[C:22]2[N:21]=[C:20]([Cl:23])[NH:19][C:18]=2[C:17](=[O:24])[N:16]([CH2:25][CH2:26][CH2:27][CH2:28]/[C:29](=[N:32]/[H])/[NH:30]O)[C:15]1=[O:34])[CH2:11][CH2:12][CH3:13]. Product: [CH2:10]([N:14]1[C:22]2[N:21]=[C:20]([Cl:23])[NH:19][C:18]=2[C:17](=[O:24])[N:16]([CH2:25][CH2:26][CH2:27][CH2:28][C:29]2[N:30]=[C:7]([C:5]3[N:4]=[N:3][N:2]([CH3:1])[CH:6]=3)[O:9][N:32]=2)[C:15]1=[O:34])[CH2:11][CH2:12][CH3:13]. The catalyst class is: 623. (3) Reactant: Cl[CH2:2][CH2:3][CH2:4][N:5]=[C:6]([C:8]1[CH:13]=[CH:12][CH:11]=[C:10]([F:14])[CH:9]=1)[CH3:7].[Li].C(C1C=CC(C2C=CC(C(C)(C)C)=CC=2)=CC=1)(C)(C)C. Product: [F:14][C:10]1[CH:9]=[C:8]([C:6]2([CH3:7])[CH2:2][CH2:3][CH2:4][NH:5]2)[CH:13]=[CH:12][CH:11]=1. The catalyst class is: 1. (4) Reactant: CO[C:3]([C:5]1[N:6]=[C:7]2[CH:16]=[CH:15][C:14]([Br:17])=[CH:13][N:8]2[C:9](=[O:12])[C:10]=1[OH:11])=[O:4].[F:18][C:19]1[CH:26]=[CH:25][C:22]([CH2:23][NH2:24])=[CH:21][CH:20]=1. Product: [F:18][C:19]1[CH:26]=[CH:25][C:22]([CH2:23][NH:24][C:3]([C:5]2[N:6]=[C:7]3[CH:16]=[CH:15][C:14]([Br:17])=[CH:13][N:8]3[C:9](=[O:12])[C:10]=2[OH:11])=[O:4])=[CH:21][CH:20]=1. The catalyst class is: 5. (5) Product: [CH3:47][C@@:45]12[CH2:44][C@@H:43]1[NH:42][C@H:41]([C:38]1[NH:39][CH:40]=[C:36]([C:33]3[CH:34]=[CH:35][C:30]([C:25]4[CH:24]=[CH:23][C:22]5[C:27](=[CH:28][CH:29]=[C:20]([C:18]6[N:19]=[C:15]([C@@H:14]7[CH2:13][C@@:12]8([CH3:55])[C@H:10]([CH2:11]8)[NH:9]7)[NH:16][CH:17]=6)[CH:21]=5)[CH:26]=4)=[CH:31][CH:32]=3)[N:37]=1)[CH2:46]2. Reactant: Cl.C(OC([N:9]1[C@H:14]([C:15]2[NH:16][CH:17]=[C:18]([C:20]3[CH:21]=[C:22]4[C:27](=[CH:28][CH:29]=3)[CH:26]=[C:25]([C:30]3[CH:35]=[CH:34][C:33]([C:36]5[N:37]=[C:38]([C@@H:41]6[CH2:46][C@@:45]7([CH3:47])[C@H:43]([CH2:44]7)[N:42]6C(OC(C)(C)C)=O)[NH:39][CH:40]=5)=[CH:32][CH:31]=3)[CH:24]=[CH:23]4)[N:19]=2)[CH2:13][C@@:12]2([CH3:55])[C@@H:10]1[CH2:11]2)=O)(C)(C)C. The catalyst class is: 169. (6) Reactant: [C:1]([C:5]1[CH:9]=[C:8]([NH:10][C:11]([NH:13][C@@H:14]2[C:23]3[C:18](=[CH:19][CH:20]=[CH:21][CH:22]=3)[C@H:17]([O:24][C:25]3[CH:26]=[CH:27][C:28]4[N:29]([C:31]([N:34]5[CH2:39][CH2:38][CH2:37][CH2:36][C@@H:35]5[CH3:40])=[N:32][N:33]=4)[CH:30]=3)[CH2:16][CH2:15]2)=[O:12])[N:7]([C:41]2[CH:42]=[C:43]([CH:52]=[CH:53][CH:54]=2)[O:44][CH2:45][CH2:46][O:47]S(C)(=O)=O)[N:6]=1)([CH3:4])([CH3:3])[CH3:2].[O:55]1[CH:61]=[CH:60][CH:59]=[N:58][CH:57]=[CH:56]1. Product: [CH:46]([OH:47])=[O:55].[C:1]([C:5]1[CH:9]=[C:8]([NH:10][C:11]([NH:13][C@@H:14]2[C:23]3[C:18](=[CH:19][CH:20]=[CH:21][CH:22]=3)[C@H:17]([O:24][C:25]3[CH:26]=[CH:27][C:28]4[N:29]([C:31]([N:34]5[CH2:39][CH2:38][CH2:37][CH2:36][C@@H:35]5[CH3:40])=[N:32][N:33]=4)[CH:30]=3)[CH2:16][CH2:15]2)=[O:12])[N:7]([C:41]2[CH:54]=[CH:53][CH:52]=[C:43]([O:44][CH2:45][CH2:46][N:58]3[CH2:59][CH2:60][CH2:61][O:55][CH2:56][CH2:57]3)[CH:42]=2)[N:6]=1)([CH3:2])([CH3:3])[CH3:4]. The catalyst class is: 1. (7) Reactant: [NH2:1][CH2:2][CH2:3][N:4]1[CH:8]=[C:7]([Br:9])[CH:6]=[C:5]1[C:10]([O:12]C)=O.C(O)C.[OH-].[NH4+]. Product: [Br:9][C:7]1[CH:6]=[C:5]2[C:10](=[O:12])[NH:1][CH2:2][CH2:3][N:4]2[CH:8]=1. The catalyst class is: 6. (8) The catalyst class is: 7. Reactant: C[O:2][C:3](=[O:30])[C:4]1[CH:9]=[CH:8][C:7]([CH3:10])=[C:6]([N:11]2[C:16](=[O:17])[C:15]([Cl:18])=[C:14]([O:19][CH2:20][C:21]3[CH:26]=[CH:25][CH:24]=[C:23]([O:27][CH3:28])[CH:22]=3)[N:13]=[C:12]2[CH3:29])[CH:5]=1.[OH-].[Na+]. Product: [Cl:18][C:15]1[C:16](=[O:17])[N:11]([C:6]2[CH:5]=[C:4]([CH:9]=[CH:8][C:7]=2[CH3:10])[C:3]([OH:30])=[O:2])[C:12]([CH3:29])=[N:13][C:14]=1[O:19][CH2:20][C:21]1[CH:26]=[CH:25][CH:24]=[C:23]([O:27][CH3:28])[CH:22]=1. (9) The catalyst class is: 1. Product: [CH3:1][O:2][C:3]1[C:12]([O:13][CH3:14])=[C:11]2[C:6]([C:7]([N:15]([CH3:23])[C@@H:16]3[CH2:20][CH2:19][O:18][CH2:17]3)=[N:8][CH:9]=[N:10]2)=[CH:5][CH:4]=1. Reactant: [CH3:1][O:2][C:3]1[C:12]([O:13][CH3:14])=[C:11]2[C:6]([C:7]([NH:15][C@@H:16]3[CH2:20][CH2:19][O:18][CH2:17]3)=[N:8][CH:9]=[N:10]2)=[CH:5][CH:4]=1.[H-].[Na+].[CH3:23]I.